From a dataset of Full USPTO retrosynthesis dataset with 1.9M reactions from patents (1976-2016). Predict the reactants needed to synthesize the given product. Given the product [OH:8][C@@H:9]1[C@@:26]2([CH3:27])[C:13](=[CH:14][CH:15]=[C:16]3[C@@H:25]2[CH2:24][CH2:23][C@@:21]2([CH3:22])[C@H:17]3[CH2:18][CH2:19][C@@H:20]2[CH2:28][O:29][CH2:30][CH2:31][C:32]([OH:35])([CH3:34])[CH3:33])[CH2:12][C@@H:11]([OH:36])[CH2:10]1, predict the reactants needed to synthesize it. The reactants are: [Si]([O:8][C@@H:9]1[C@@:26]2([CH3:27])[C:13](=[CH:14][CH:15]=[C:16]3[C@@H:25]2[CH2:24][CH2:23][C@@:21]2([CH3:22])[C@H:17]3[CH2:18][CH2:19][C@@H:20]2[CH2:28][O:29][CH2:30][CH2:31][C:32]([OH:35])([CH3:34])[CH3:33])[CH2:12][C@@H:11]([O:36][Si](C(C)(C)C)(C)C)[CH2:10]1)(C(C)(C)C)(C)C.O1CCCC1.[F-].C([N+](CCCC)(CCCC)CCCC)CCC.